From a dataset of Forward reaction prediction with 1.9M reactions from USPTO patents (1976-2016). Predict the product of the given reaction. (1) Given the reactants Br[C:2]1[S:3][CH:4]=[C:5]([Br:7])[N:6]=1.Cl.[CH:9]12[CH2:14][CH:13]1[CH2:12][NH:11][CH2:10]2.CCN(C(C)C)C(C)C, predict the reaction product. The product is: [CH:9]12[CH2:14][CH:13]1[CH2:12][N:11]([C:2]1[S:3][CH:4]=[C:5]([Br:7])[N:6]=1)[CH2:10]2. (2) Given the reactants [CH3:1][N:2]1[CH:6]=[C:5]([C:7]2[CH:28]=[CH:27][C:10]([CH2:11][N:12]3[C:20](=[O:21])[C:19]4[C:14](=[CH:15][CH:16]=[CH:17][C:18]=4[O:22][CH2:23][C:24]([OH:26])=O)[CH2:13]3)=[CH:9][CH:8]=2)[CH:4]=[N:3]1.[NH:29]1[CH2:34][CH2:33][CH2:32][CH2:31][CH2:30]1.C(N(CC)CC)C, predict the reaction product. The product is: [CH3:1][N:2]1[CH:6]=[C:5]([C:7]2[CH:28]=[CH:27][C:10]([CH2:11][N:12]3[CH2:13][C:14]4[C:19](=[C:18]([O:22][CH2:23][C:24](=[O:26])[N:29]5[CH2:34][CH2:33][CH2:32][CH2:31][CH2:30]5)[CH:17]=[CH:16][CH:15]=4)[C:20]3=[O:21])=[CH:9][CH:8]=2)[CH:4]=[N:3]1. (3) The product is: [Cl:1][C:2]1[CH:7]=[CH:6][CH:5]=[C:4]([C:36]#[N:37])[C:3]=1[C:9]1[NH:13][C:12](=[O:14])[N:11]([C:15]2[CH:33]=[CH:32][C:18]([C:19]([NH:21][C:22]3[CH:27]=[CH:26][CH:25]=[C:24]([C:28]([F:31])([F:30])[F:29])[CH:23]=3)=[O:20])=[C:17]([O:34][CH3:35])[CH:16]=2)[N:10]=1. Given the reactants [Cl:1][C:2]1[CH:7]=[CH:6][CH:5]=[C:4](I)[C:3]=1[C:9]1[NH:13][C:12](=[O:14])[N:11]([C:15]2[CH:33]=[CH:32][C:18]([C:19]([NH:21][C:22]3[CH:27]=[CH:26][CH:25]=[C:24]([C:28]([F:31])([F:30])[F:29])[CH:23]=3)=[O:20])=[C:17]([O:34][CH3:35])[CH:16]=2)[N:10]=1.[C:36]([Cu])#[N:37], predict the reaction product. (4) Given the reactants CCCC(O[CH2:8][C:9]([C:11]1[CH:16]=[CH:15][CH:14]=[CH:13][CH:12]=1)=[O:10])CC.[CH3:17][C:18]1[CH:19]=[C:20]([CH:23]=[C:24]([CH3:27])[C:25]=1[OH:26])[CH:21]=O, predict the reaction product. The product is: [CH2:9]([O:10][C:14]1[CH:13]=[CH:12][C:11]([C:9](=[O:10])[CH:8]=[CH:21][C:20]2[CH:19]=[C:18]([CH3:17])[C:25]([OH:26])=[C:24]([CH3:27])[CH:23]=2)=[CH:16][CH:15]=1)[CH2:11][CH2:12][CH2:13][CH2:14][CH3:15]. (5) Given the reactants [CH3:1][C:2]1[N:7]2[N:8]=[C:9]([CH2:11][CH2:12][C:13]3[N:18]=[CH:17][C:16]([OH:19])=[CH:15][CH:14]=3)[N:10]=[C:6]2[C:5]([CH3:20])=[N:4][CH:3]=1.[N+:21]([O-])([OH:23])=[O:22].[OH-].[Na+], predict the reaction product. The product is: [CH3:1][C:2]1[N:7]2[N:8]=[C:9]([CH2:11][CH2:12][C:13]3[N:18]=[C:17]([N+:21]([O-:23])=[O:22])[C:16]([OH:19])=[CH:15][CH:14]=3)[N:10]=[C:6]2[C:5]([CH3:20])=[N:4][CH:3]=1.